From a dataset of Full USPTO retrosynthesis dataset with 1.9M reactions from patents (1976-2016). Predict the reactants needed to synthesize the given product. (1) Given the product [F:15][C:5]1[CH:4]=[C:3]([CH2:2][CH:17]([CH3:16])[C:23](=[O:26])[CH2:24][CH3:25])[CH:8]=[CH:7][C:6]=1[CH:9]([CH3:14])[C:10]([OH:12])=[O:11], predict the reactants needed to synthesize it. The reactants are: Br[CH2:2][C:3]1[CH:8]=[CH:7][C:6]([CH:9]([CH3:14])[C:10]([O:12]C)=[O:11])=[C:5]([F:15])[CH:4]=1.[CH3:16][CH:17]([C:23](=[O:26])[CH2:24][CH3:25])C(OCC)=O.C(=O)([O-])[O-].[K+].[K+]. (2) Given the product [CH3:24][C:23]1[CH:22]=[C:21]([CH3:25])[NH:20][C:19](=[O:26])[C:18]=1[CH2:17][NH:16][C:14]([C:4]1[C:5]2[CH:10]=[N:9][N:8]([CH:11]([CH3:13])[CH3:12])[C:6]=2[N:7]=[C:2]([C:33]2[CH:32]=[N:31][CH:30]=[C:29]([O:28][CH3:27])[CH:34]=2)[CH:3]=1)=[O:15], predict the reactants needed to synthesize it. The reactants are: Cl[C:2]1[CH:3]=[C:4]([C:14]([NH:16][CH2:17][C:18]2[C:19](=[O:26])[NH:20][C:21]([CH3:25])=[CH:22][C:23]=2[CH3:24])=[O:15])[C:5]2[CH:10]=[N:9][N:8]([CH:11]([CH3:13])[CH3:12])[C:6]=2[N:7]=1.[CH3:27][O:28][C:29]1[CH:30]=[N:31][CH:32]=[C:33](B2OC(C)(C)C(C)(C)O2)[CH:34]=1.C(=O)(O)[O-].[Na+].[O-]S([O-])(=O)=O.[Na+].[Na+]. (3) Given the product [Cl:15][C:14]1[CH:13]=[C:12]([C:16]([N:18]2[C:27]3[C:22](=[CH:23][CH:24]=[CH:25][CH:26]=3)[N:21]([S:28]([CH3:31])(=[O:30])=[O:29])[CH2:20][CH2:19]2)=[O:17])[CH:11]=[C:10]([Cl:32])[C:9]=1[OH:8], predict the reactants needed to synthesize it. The reactants are: C([O:8][C:9]1[C:14]([Cl:15])=[CH:13][C:12]([C:16]([N:18]2[C:27]3[C:22](=[CH:23][CH:24]=[CH:25][CH:26]=3)[N:21]([S:28]([CH3:31])(=[O:30])=[O:29])[CH2:20][CH2:19]2)=[O:17])=[CH:11][C:10]=1[Cl:32])C1C=CC=CC=1. (4) The reactants are: Br[C:2]1[C:3]([C:14]#[N:15])=[CH:4][C:5]2[N:6]([CH:8]=[C:9]([CH:11]([CH3:13])[CH3:12])[N:10]=2)[CH:7]=1.[CH3:16]B(O)O.C(=O)([O-])[O-].[Na+].[Na+].O. Given the product [CH:11]([C:9]1[N:10]=[C:5]2[CH:4]=[C:3]([C:14]#[N:15])[C:2]([CH3:16])=[CH:7][N:6]2[CH:8]=1)([CH3:13])[CH3:12], predict the reactants needed to synthesize it. (5) Given the product [S:20]1[CH:24]=[CH:23][CH:22]=[C:21]1[S:25]([N:1]1[CH2:6][CH2:5][CH2:4][CH:3]([N:7]2[C:11]3=[C:12]4[CH:18]=[CH:17][NH:16][C:13]4=[N:14][CH:15]=[C:10]3[NH:9][C:8]2=[O:19])[CH2:2]1)(=[O:27])=[O:26], predict the reactants needed to synthesize it. The reactants are: [NH:1]1[CH2:6][CH2:5][CH2:4][CH:3]([N:7]2[C:11]3=[C:12]4[CH:18]=[CH:17][NH:16][C:13]4=[N:14][CH:15]=[C:10]3[NH:9][C:8]2=[O:19])[CH2:2]1.[S:20]1[CH:24]=[CH:23][CH:22]=[C:21]1[S:25](Cl)(=[O:27])=[O:26]. (6) The reactants are: [CH3:1][C:2]1[CH:7]=[CH:6][C:5]([S:8][C:9]2[CH:17]=[CH:16][C:12]([C:13](N)=[O:14])=[CH:11][CH:10]=2)=[C:4]([N+:18]([O-:20])=[O:19])[CH:3]=1.B#B.CCOCC.O. Given the product [CH3:1][C:2]1[CH:7]=[CH:6][C:5]([S:8][C:9]2[CH:10]=[CH:11][C:12]([CH2:13][OH:14])=[CH:16][CH:17]=2)=[C:4]([N+:18]([O-:20])=[O:19])[CH:3]=1, predict the reactants needed to synthesize it.